Predict the reaction yield, written as a fraction of the theoretical maximum amount of product (1.0 means a 100% yield; for example, 0.34 means a 34% yield). From a dataset of Reaction yield outcomes from USPTO patents with 853,638 reactions. (1) The reactants are [NH2:1][C:2]1[C:3]([NH:17][CH2:18][CH:19]2[CH2:24][CH2:23][N:22](C(OC(C)(C)C)=O)[CH2:21][CH2:20]2)=[CH:4][C:5]([NH:8][C:9]2[CH:14]=[N:13][C:12]([C:15]#[N:16])=[CH:11][N:10]=2)=[N:6][CH:7]=1.CC1C=CC(S(O)(=O)=O)=CC=1. No catalyst specified. The product is [NH2:1][C:2]1[C:3]([NH:17][CH2:18][CH:19]2[CH2:24][CH2:23][NH:22][CH2:21][CH2:20]2)=[CH:4][C:5]([NH:8][C:9]2[N:10]=[CH:11][C:12]([C:15]#[N:16])=[N:13][CH:14]=2)=[N:6][CH:7]=1. The yield is 0.0240. (2) The product is [Cl:1][C:2]1[CH:3]=[CH:4][C:5]([C:8]([NH:27][C:28]([NH2:30])=[S:29])([C:16]2[CH:21]=[C:20]([C:22]([F:24])([F:23])[F:25])[CH:19]=[C:18]([F:26])[CH:17]=2)[CH2:9][C:10]2[CH:11]=[CH:12][CH:13]=[CH:14][CH:15]=2)=[N:6][CH:7]=1. The reactants are [Cl:1][C:2]1[CH:3]=[CH:4][C:5]([C:8]([NH:27][C:28]([NH:30]C(=O)OCC2C=CC=CC=2)=[S:29])([C:16]2[CH:21]=[C:20]([C:22]([F:25])([F:24])[F:23])[CH:19]=[C:18]([F:26])[CH:17]=2)[CH2:9][C:10]2[CH:15]=[CH:14][CH:13]=[CH:12][CH:11]=2)=[N:6][CH:7]=1.[Li+].[OH-]. The yield is 0.780. The catalyst is CO.C1COCC1.